Dataset: Full USPTO retrosynthesis dataset with 1.9M reactions from patents (1976-2016). Task: Predict the reactants needed to synthesize the given product. Given the product [F:1][C:2]1[C:9]([N+:10]([O-:12])=[O:11])=[C:8]([CH:7]=[CH:6][C:3]=1[CH:4]=[O:5])[O:13][CH:24]([CH3:25])[C:23]([O:22][CH3:21])=[O:27], predict the reactants needed to synthesize it. The reactants are: [F:1][C:2]1[C:9]([N+:10]([O-:12])=[O:11])=[C:8]([OH:13])[CH:7]=[CH:6][C:3]=1[CH:4]=[O:5].C1(O)C=CC=CC=1.[CH3:21][O:22][C:23](=[O:27])[CH:24](Br)[CH3:25].